This data is from Drug-target binding data from BindingDB using IC50 measurements. The task is: Regression. Given a target protein amino acid sequence and a drug SMILES string, predict the binding affinity score between them. We predict pIC50 (pIC50 = -log10(IC50 in M); higher means more potent). Dataset: bindingdb_ic50. (1) The small molecule is Cc1cc(C2CCN(C(=O)[C@@H]3CN(C(C)(C)C)C[C@H]3c3ccc(F)cc3F)CC2)n(-c2ccc(Cl)c(F)c2)n1. The target protein (P42785) has sequence MGRRALLLLLLSFLAPWATIALRPALRALGSLHLPTNPTSLPAVAKNYSVLYFQQKVDHFGFNTVKTFNQRYLVADKYWKKNGGSILFYTGNEGDIIWFCNNTGFMWDVAEELKAMLVFAEHRYYGESLPFGDNSFKDSRHLNFLTSEQALADFAELIKHLKRTIPGAENQPVIAIGGSYGGMLAAWFRMKYPHMVVGALAASAPIWQFEDLVPCGVFMKIVTTDFRKSGPHCSESIHRSWDAINRLSNTGSGLQWLTGALHLCSPLTSQDIQHLKDWISETWVNLAMVDYPYASNFLQPLPAWPIKVVCQYLKNPNVSDSLLLQNIFQALNVYYNYSGQVKCLNISETATSSLGTLGWSYQACTEVVMPFCTNGVDDMFEPHSWNLKELSDDCFQQWGVRPRPSWITTMYGGKNISSHTNIVFSNGELDPWSGGGVTKDITDTLVAVTISEGAHHLDLRTKNALDPMSVLLARSLEVRHMKNWIRDFYDSAGKQH. The pIC50 is 8.8. (2) The target protein (P19221) has sequence MSHVRGLGLPGCLALAALVSLVHSQHVFLAPQQALSLLQRVRRANSGFLEELRKGNLERECVEEQCSYEEAFEALESPQDTDVFWAKYTVCDSVRKPRETFMDCLEGRCAMDLGVNYLGTVNVTHTGIQCQLWRSRYPHKPEINSTTHPGADLKENFCRNPDSSTTGPWCYTTDPTVRREECSVPVCGQEGRTTVVMTPRSGGSKDNLSPPLGQCLTERGRLYQGNLAVTTLGSPCLPWNSLPAKTLSKYQDFDPEVKLVENFCRNPDWDEEGAWCYVAGQPGDFEYCNLNYCEEAVGEENYDVDESIAGRTTDAEFHTFFNEKTFGLGEADCGLRPLFEKKSLKDTTEKELLDSYIDGRIVEGWDAEKGIAPWQVMLFRKSPQELLCGASLISDRWVLTAAHCILYPPWDKNFTENDLLVRIGKHSRTRYERNVEKISMLEKIYVHPRYNWRENLDRDIALLKLKKPVPFSDYIHPVCLPDKQTVTSLLRAGYKGRVTG.... The pIC50 is 5.3. The drug is COC(=O)NC(Cc1ccc(N=C(N)N)cc1)P(=O)(Oc1ccc(NC(C)=O)cc1)Oc1ccc(NC(C)=O)cc1. (3) The small molecule is C=CC[C@H](NC(=O)[C@H](Cc1ccccc1)NS(=O)(=O)N1CCNCC1)C(=O)N[C@@H](CC1CCCCC1)C(O)C(F)(F)C(=O)NCCN1CCOCC1. The target protein (P80209) has sequence VIRIPLHKFTSIRRTMSEAAGVLIAKGPISKYATGEPAVRQGPIPELLKNYMDAQYYGEIGIGTPPQCFTVVFDTGSANLWVPSIHCKLLDIACWTHRKYNSDKSSTYVKNGTTFDIHYGSGSLSGYLSQDTVSVPCNPSSSSPGGVTVQRQTFGEAIKQPGVVFIAAKFDGILGMAYPRISVNNVLPVFDNLMQQKLVDKNVFSFFLNRDPKAQPGGELMLGGTDSKYYRGSLMFHNVTRQAYWQIHMDQLDVGSSLTVCKGGCEAIVDTGTSLIVGPVEEVRELQKAIGAVPLIQGEYMIPCEKVSSLPEVTVKLGGKDYALSPEDYALKVSQAETTVCLSGFMGMDIPPPGGPLWILGDVFIGRYYTVFDRDQNRVGLAEAARL. The pIC50 is 5.2. (4) The small molecule is COc1c(F)c(OCc2cccc(-c3ccc4c(c3)OCCO4)c2C)cc(F)c1CNCCNC(C)=O. The target protein (Q9NZQ7) has sequence MRIFAVFIFMTYWHLLNAFTVTVPKDLYVVEYGSNMTIECKFPVEKQLDLAALIVYWEMEDKNIIQFVHGEEDLKVQHSSYRQRARLLKDQLSLGNAALQITDVKLQDAGVYRCMISYGGADYKRITVKVNAPYNKINQRILVVDPVTSEHELTCQAEGYPKAEVIWTSSDHQVLSGKTTTTNSKREEKLFNVTSTLRINTTTNEIFYCTFRRLDPEENHTAELVIPELPLAHPPNERTHLVILGAILLCLGVALTFIFRLRKGRMMDVKKCGIQDTNSKKQSDTHLEET. The pIC50 is 6.3.